Dataset: Forward reaction prediction with 1.9M reactions from USPTO patents (1976-2016). Task: Predict the product of the given reaction. (1) The product is: [Cl:16][C:17]1[CH:18]=[N:19][C:20]([CH:23]2[CH2:27][CH2:26][N:25]([C:2]([O:4][CH:5]3[CH:12]4[CH2:13][C:8]5([OH:15])[CH2:9][CH:10]([CH2:14][CH:6]3[CH2:7]5)[CH2:11]4)=[O:3])[CH2:24]2)=[N:21][CH:22]=1. Given the reactants Cl[C:2]([O:4][CH:5]1[CH:12]2[CH2:13][C:8]3([OH:15])[CH2:9][CH:10]([CH2:14][CH:6]1[CH2:7]3)[CH2:11]2)=[O:3].[Cl:16][C:17]1[CH:18]=[N:19][C:20]([CH:23]2[CH2:27][CH2:26][NH:25][CH2:24]2)=[N:21][CH:22]=1, predict the reaction product. (2) Given the reactants O=[C:2]([CH2:8][C:9](=O)[C:10]1[CH:15]=[CH:14][N:13]=[CH:12][CH:11]=1)[C:3]([O:5][CH2:6][CH3:7])=[O:4].[CH3:17][CH:18]([N:20]1[C:24]([NH2:25])=[CH:23][CH:22]=[N:21]1)[CH3:19], predict the reaction product. The product is: [CH3:17][CH:18]([N:20]1[C:24]2[N:25]=[C:9]([C:10]3[CH:15]=[CH:14][N:13]=[CH:12][CH:11]=3)[CH:8]=[C:2]([C:3]([O:5][CH2:6][CH3:7])=[O:4])[C:23]=2[CH:22]=[N:21]1)[CH3:19]. (3) Given the reactants [CH2:1]1[C:4]2([CH2:9][CH2:8][NH:7][CH2:6][CH2:5]2)[CH2:3][N:2]1[C:10]1[CH:17]=[CH:16][C:13]([C:14]#[N:15])=[CH:12][N:11]=1.[CH3:18][C@@H:19]1[CH2:28][C:27]2[C:22](=[CH:23][CH:24]=[C:25]([CH:29]3[CH2:31][O:30]3)[CH:26]=2)[C:21](=[O:32])[O:20]1, predict the reaction product. The product is: [OH:30][CH:29]([C:25]1[CH:26]=[C:27]2[C:22](=[CH:23][CH:24]=1)[C:21](=[O:32])[O:20][C@H:19]([CH3:18])[CH2:28]2)[CH2:31][N:7]1[CH2:8][CH2:9][C:4]2([CH2:3][N:2]([C:10]3[CH:17]=[CH:16][C:13]([C:14]#[N:15])=[CH:12][N:11]=3)[CH2:1]2)[CH2:5][CH2:6]1. (4) Given the reactants [C:1]([CH:5]1[N:14]2[C:9](=[CH:10][C:11](=[O:20])[C:12]([C:15]([O:17][CH2:18][CH3:19])=[O:16])=[CH:13]2)[C:8]2[CH:21]=[C:22]([O:26][CH3:27])[C:23]([OH:25])=[CH:24][C:7]=2[CH2:6]1)([CH3:4])([CH3:3])[CH3:2].[C:28]([O-:31])([O-])=[O:29].[K+].[K+], predict the reaction product. The product is: [C:1]([O:31][C:28]([NH:14][CH2:13][CH2:12][CH2:11][CH2:10][CH2:9][CH2:8][O:25][C:23]1[C:22]([O:26][CH3:27])=[CH:21][C:8]2[C:9]3[N:14]([CH:5]([C:1]([CH3:2])([CH3:3])[CH3:4])[CH2:6][C:7]=2[CH:24]=1)[CH:13]=[C:12]([C:15]([O:17][CH2:18][CH3:19])=[O:16])[C:11](=[O:20])[CH:10]=3)=[O:29])([CH3:3])([CH3:4])[CH3:2]. (5) Given the reactants B(O)O.[F:4][C:5]([F:14])([F:13])[C:6]1[C:7](Cl)=[N:8][CH:9]=[CH:10][CH:11]=1.O.[C:16]([O-:19])([O-])=[O:17].[K+].[K+].[C:22](#N)[CH3:23], predict the reaction product. The product is: [F:4][C:5]1[CH:6]=[C:11]([CH:10]=[CH:22][C:23]=1[C:7]1[C:6]([C:5]([F:14])([F:13])[F:4])=[CH:11][CH:10]=[CH:9][N:8]=1)[C:16]([OH:19])=[O:17]. (6) Given the reactants [F:1][C:2]1[CH:7]=[CH:6][C:5]([CH:8]([OH:19])[CH2:9][CH2:10][CH:11]2[O:16][CH2:15][C:14]([CH3:18])([CH3:17])[CH2:13][O:12]2)=[CH:4][CH:3]=1.[Cr](Cl)([O-])(=O)=O.[NH+]1C=CC=CC=1, predict the reaction product. The product is: [CH3:17][C:14]1([CH3:18])[CH2:13][O:12][CH:11]([CH2:10][CH2:9][C:8]([C:5]2[CH:4]=[CH:3][C:2]([F:1])=[CH:7][CH:6]=2)=[O:19])[O:16][CH2:15]1.